The task is: Predict the product of the given reaction.. This data is from Forward reaction prediction with 1.9M reactions from USPTO patents (1976-2016). (1) Given the reactants Br[C:2]1[CH:7]=[CH:6][C:5]([Cl:8])=[CH:4][C:3]=1[N:9]1[CH:13]=[CH:12][C:11]([CH3:14])=[N:10]1.BrC1C=CC(Cl)=CC=1N1C(C)=CC=N1.C([Mg]Cl)(C)C.[C:34](Cl)(=[O:36])[CH3:35], predict the reaction product. The product is: [Cl:8][C:5]1[CH:6]=[CH:7][C:2]([C:34](=[O:36])[CH3:35])=[C:3]([N:9]2[CH:13]=[CH:12][C:11]([CH3:14])=[N:10]2)[CH:4]=1. (2) Given the reactants [CH3:1][C:2]1([C:7]2[O:11][C:10]([CH2:12][N:13]3[CH:17]=[C:16]([NH2:18])[CH:15]=[N:14]3)=[CH:9][CH:8]=2)[O:6]CCO1.[CH3:19][C:20]1[O:21][C:22]([C:28]2[CH:29]=[C:30]([CH3:34])[CH:31]=[CH:32][CH:33]=2)=[C:23]([C:25](O)=[O:26])[N:24]=1, predict the reaction product. The product is: [C:2]([C:7]1[O:11][C:10]([CH2:12][N:13]2[CH:17]=[C:16]([NH:18][C:25]([C:23]3[N:24]=[C:20]([CH3:19])[O:21][C:22]=3[C:28]3[CH:29]=[C:30]([CH3:34])[CH:31]=[CH:32][CH:33]=3)=[O:26])[CH:15]=[N:14]2)=[CH:9][CH:8]=1)(=[O:6])[CH3:1].